This data is from Reaction yield outcomes from USPTO patents with 853,638 reactions. The task is: Predict the reaction yield, written as a fraction of the theoretical maximum amount of product (1.0 means a 100% yield; for example, 0.34 means a 34% yield). (1) The reactants are CC(C)([O-])C.[K+].[C:7]([CH2:9]P(=O)(OCC)OCC)#[N:8].[CH:18]([C:20]1([C:23]#[N:24])[CH2:22][CH2:21]1)=O. The catalyst is C1COCC1. The product is [C:7](/[CH:9]=[CH:18]/[C:20]1([C:23]#[N:24])[CH2:22][CH2:21]1)#[N:8]. The yield is 0.190. (2) The reactants are Cl.[CH3:2][C@:3]([C:7]([OH:9])=[O:8])([CH2:5][SH:6])[NH2:4].[OH:10][C:11]1[CH:18]=[C:17]([OH:19])[CH:16]=[CH:15][C:12]=1[C:13]#N.C(N(CC)CC)C.[OH-].[K+]. The catalyst is C(O)C.O. The product is [OH:10][C:11]1[CH:18]=[C:17]([OH:19])[CH:16]=[CH:15][C:12]=1[C:13]1[S:6][CH2:5][C@:3]([CH3:2])([C:7]([OH:9])=[O:8])[N:4]=1. The yield is 0.876. (3) The reactants are [C:1]([C:3]1[C:23]([N+:24]([O-])=O)=[CH:22][CH:21]=[CH:20][C:4]=1[O:5][CH2:6][C@H:7]1[CH2:12][CH2:11][CH2:10][N:9]([C:13]([O:15][C:16]([CH3:19])([CH3:18])[CH3:17])=[O:14])[CH2:8]1)#[N:2]. The catalyst is CCOC(C)=O.[Pd]. The product is [NH2:24][C:23]1[C:3]([C:1]#[N:2])=[C:4]([CH:20]=[CH:21][CH:22]=1)[O:5][CH2:6][C@H:7]1[CH2:12][CH2:11][CH2:10][N:9]([C:13]([O:15][C:16]([CH3:19])([CH3:17])[CH3:18])=[O:14])[CH2:8]1. The yield is 0.923. (4) The reactants are ClC(OCC(C)C)=[O:3].[C:9]([N:16]([CH2:18][C:19]([OH:21])=[O:20])[CH3:17])([O:11][C:12]([CH3:15])([CH3:14])[CH3:13])=[O:10].CN1CCOCC1.[CH2:29]([NH2:39])[C:30]1[CH:38]=[CH:37][C:36]2[O:35][CH2:34][O:33][C:32]=2[CH:31]=1. The catalyst is C1COCC1. The product is [C:29]([NH2:39])(=[O:3])[C:30]1[CH:38]=[CH:37][C:36]2[O:35][CH2:34][O:33][C:32]=2[CH:31]=1.[C:9]([N:16]([CH2:18][C:19]([OH:21])=[O:20])[CH3:17])([O:11][C:12]([CH3:14])([CH3:15])[CH3:13])=[O:10]. The yield is 0.950. (5) The reactants are C([O:8][CH2:9][CH2:10][C@@H:11]1[C:15]2[NH:16][C:17]([C:19]3[CH:20]=[CH:21][CH:22]=[C:23]4[C:28]=3[N:27]=[C:26]([NH:29][C:30]([CH3:33])([CH3:32])[CH3:31])[N:25]([CH3:34])[C:24]4=[O:35])=[CH:18][C:14]=2[C:13](=[O:36])[NH:12]1)C1C=CC=CC=1.B(Cl)(Cl)Cl.CO.C([O-])(O)=O.[Na+]. The catalyst is C(Cl)Cl. The product is [C:30]([NH:29][C:26]1[N:25]([CH3:34])[C:24](=[O:35])[C:23]2[C:28](=[C:19]([C:17]3[NH:16][C:15]4[C@@H:11]([CH2:10][CH2:9][OH:8])[NH:12][C:13](=[O:36])[C:14]=4[CH:18]=3)[CH:20]=[CH:21][CH:22]=2)[N:27]=1)([CH3:32])([CH3:33])[CH3:31]. The yield is 0.515. (6) The reactants are [Br:1][C:2]1[N:7]=[C:6]([CH:8]=[O:9])[CH:5]=[CH:4][C:3]=1[OH:10].C([O-])([O-])=O.[K+].[K+].Br[CH2:18][CH2:19][O:20][Si:21]([C:24]([CH3:27])([CH3:26])[CH3:25])([CH3:23])[CH3:22]. The catalyst is CN(C=O)C. The product is [Br:1][C:2]1[N:7]=[C:6]([CH:8]=[O:9])[CH:5]=[CH:4][C:3]=1[O:10][CH2:18][CH2:19][O:20][Si:21]([C:24]([CH3:27])([CH3:26])[CH3:25])([CH3:23])[CH3:22]. The yield is 0.850.